This data is from Forward reaction prediction with 1.9M reactions from USPTO patents (1976-2016). The task is: Predict the product of the given reaction. (1) Given the reactants [CH2:1]([NH:3][C:4]1[CH:9]=[CH:8][C:7]([N+:10]([O-:12])=[O:11])=[CH:6][C:5]=1[N+:13]([O-])=O)[CH3:2].C(N(CC)CC)C.C(O)=O, predict the reaction product. The product is: [CH2:1]([NH:3][C:4]1[C:5]([NH2:13])=[CH:6][C:7]([N+:10]([O-:12])=[O:11])=[CH:8][CH:9]=1)[CH3:2]. (2) Given the reactants [Cl:1][C:2]1[C:3]([N:8]2[C:12]([C:13]([O:15]C)=[O:14])=[CH:11][C:10]([C:17]([C:19]3[CH:20]=[N:21][C:22]([C:25]([F:28])([F:27])[F:26])=[CH:23][CH:24]=3)=[O:18])=[N:9]2)=[N:4][CH:5]=[CH:6][CH:7]=1.[OH-].[Na+], predict the reaction product. The product is: [Cl:1][C:2]1[C:3]([N:8]2[C:12]([C:13]([OH:15])=[O:14])=[CH:11][C:10]([C:17]([C:19]3[CH:20]=[N:21][C:22]([C:25]([F:28])([F:26])[F:27])=[CH:23][CH:24]=3)=[O:18])=[N:9]2)=[N:4][CH:5]=[CH:6][CH:7]=1.